From a dataset of Forward reaction prediction with 1.9M reactions from USPTO patents (1976-2016). Predict the product of the given reaction. (1) The product is: [Cl:1][C:2]1[CH:18]=[CH:17][C:5]([CH2:6][NH:7][C:8]([C:10]2([C:13]([F:16])([F:15])[F:14])[CH2:12][CH2:11]2)=[O:9])=[CH:4][C:3]=1[NH:19][C:20]1[NH:29][C:28]2[CH:27]=[C:26]([N:30]3[CH2:34][CH2:33][CH2:32][C@@H:31]3[CH2:35][OH:36])[C:25]([Cl:37])=[CH:24][C:23]=2[N:22]=1. Given the reactants [Cl:1][C:2]1[CH:18]=[CH:17][C:5]([CH2:6][NH:7][C:8]([C:10]2([C:13]([F:16])([F:15])[F:14])[CH2:12][CH2:11]2)=[O:9])=[CH:4][C:3]=1[N:19]=[C:20]=S.[NH2:22][C:23]1[C:28]([NH2:29])=[CH:27][C:26]([N:30]2[CH2:34][CH2:33][CH2:32][C@@H:31]2[CH2:35][OH:36])=[C:25]([Cl:37])[CH:24]=1.C(Cl)CCl, predict the reaction product. (2) Given the reactants [O:1]1[C:5]2[CH:6]=[CH:7][CH:8]=[CH:9][C:4]=2[C:3]([C:10]2[CH:18]=[CH:17][CH:16]=[CH:15][C:11]=2[CH:12](O)[CH3:13])=[N:2]1.C1(P(C2C=CC=CC=2)C2C=CC=CC=2)C=CC=CC=1.N(C(OCC)=O)=NC(OCC)=O.C1(P([N:64]=[N+:65]=[N-:66])(C2C=CC=CC=2)=O)C=CC=CC=1, predict the reaction product. The product is: [N:64]([CH:12]([C:11]1[CH:15]=[CH:16][CH:17]=[CH:18][C:10]=1[C:3]1[C:4]2[CH:9]=[CH:8][CH:7]=[CH:6][C:5]=2[O:1][N:2]=1)[CH3:13])=[N+:65]=[N-:66]. (3) Given the reactants Cl.[NH2:2][C:3]1([C:6]([O:8][CH2:9][CH3:10])=[O:7])[CH2:5][CH2:4]1.C(N(CC)C(C)C)(C)C.Cl.[CH2:21]([N:28]([CH2:32][CH2:33]Cl)[CH2:29][CH2:30]Cl)[C:22]1[CH:27]=[CH:26][CH:25]=[CH:24][CH:23]=1.CCOC(C)=O, predict the reaction product. The product is: [CH2:21]([N:28]1[CH2:32][CH2:33][N:2]([C:3]2([C:6]([O:8][CH2:9][CH3:10])=[O:7])[CH2:5][CH2:4]2)[CH2:30][CH2:29]1)[C:22]1[CH:27]=[CH:26][CH:25]=[CH:24][CH:23]=1. (4) Given the reactants [CH:1]1([C:4]2[C:5]([N:13]3[CH2:18][CH2:17][NH:16][CH2:15][CH2:14]3)=[N:6][CH:7]=[C:8]([CH:10]3[CH2:12][CH2:11]3)[CH:9]=2)[CH2:3][CH2:2]1.[I:19][C:20]1[CH:28]=[CH:27][C:23]([C:24](Cl)=[O:25])=[CH:22][CH:21]=1, predict the reaction product. The product is: [CH:1]1([C:4]2[C:5]([N:13]3[CH2:14][CH2:15][N:16]([C:24]([C:23]4[CH:27]=[CH:28][C:20]([I:19])=[CH:21][CH:22]=4)=[O:25])[CH2:17][CH2:18]3)=[N:6][CH:7]=[C:8]([CH:10]3[CH2:12][CH2:11]3)[CH:9]=2)[CH2:2][CH2:3]1. (5) Given the reactants [CH:1]1([CH:4]([O:6][C:7]2[CH:12]=[C:11]([CH3:13])[C:10]([N+:14]([O-])=O)=[CH:9][C:8]=2[CH3:17])[CH3:5])[CH2:3][CH2:2]1.C(O)(=O)C, predict the reaction product. The product is: [CH:1]1([CH:4]([O:6][C:7]2[C:8]([CH3:17])=[CH:9][C:10]([NH2:14])=[C:11]([CH3:13])[CH:12]=2)[CH3:5])[CH2:3][CH2:2]1. (6) Given the reactants [CH2:1]([C:5]1[C:6]([CH3:14])=[CH:7][C:8]([C:11]([OH:13])=O)=[N:9][CH:10]=1)[CH:2]([CH3:4])[CH3:3].CCN(C(C)C)C(C)C.C1CN([P+](ON2N=NC3C=CC=CC2=3)(N2CCCC2)N2CCCC2)CC1.F[P-](F)(F)(F)(F)F.[C:57]([O:61][C:62](=[O:78])[CH2:63][CH2:64][C:65]1[C:70]([CH3:71])=[CH:69][C:68]([C:72](=[NH:75])[NH:73]O)=[CH:67][C:66]=1[CH2:76][CH3:77])([CH3:60])([CH3:59])[CH3:58], predict the reaction product. The product is: [C:57]([O:61][C:62](=[O:78])[CH2:63][CH2:64][C:65]1[C:70]([CH3:71])=[CH:69][C:68]([C:72]2[N:73]=[C:11]([C:8]3[CH:7]=[C:6]([CH3:14])[C:5]([CH2:1][CH:2]([CH3:3])[CH3:4])=[CH:10][N:9]=3)[O:13][N:75]=2)=[CH:67][C:66]=1[CH2:76][CH3:77])([CH3:60])([CH3:59])[CH3:58].